From a dataset of NCI-60 drug combinations with 297,098 pairs across 59 cell lines. Regression. Given two drug SMILES strings and cell line genomic features, predict the synergy score measuring deviation from expected non-interaction effect. Drug 1: CC1=C2C(C(=O)C3(C(CC4C(C3C(C(C2(C)C)(CC1OC(=O)C(C(C5=CC=CC=C5)NC(=O)OC(C)(C)C)O)O)OC(=O)C6=CC=CC=C6)(CO4)OC(=O)C)O)C)O. Drug 2: C#CCC(CC1=CN=C2C(=N1)C(=NC(=N2)N)N)C3=CC=C(C=C3)C(=O)NC(CCC(=O)O)C(=O)O. Cell line: RPMI-8226. Synergy scores: CSS=72.4, Synergy_ZIP=1.68, Synergy_Bliss=-1.06, Synergy_Loewe=-6.81, Synergy_HSA=-1.70.